Dataset: Orexin1 receptor HTS with 218,158 compounds and 233 confirmed actives. Task: Binary Classification. Given a drug SMILES string, predict its activity (active/inactive) in a high-throughput screening assay against a specified biological target. (1) The drug is S(c1n(CC2OCCC2)c(=O)c2c(n1)cccc2)CC(=O)NCc1cc2OCOc2cc1. The result is 0 (inactive). (2) The drug is o1c(CN2CCN(CC2)C(=O)c2occc2)cc(=O)c(OCC(=O)NC(C)(C)C)c1. The result is 0 (inactive).